Dataset: Catalyst prediction with 721,799 reactions and 888 catalyst types from USPTO. Task: Predict which catalyst facilitates the given reaction. Reactant: [CH:1]1([C:7]2[CH:8]=[C:9]([CH:12]=[C:13]([CH2:32][C:33]([N:35]3[CH2:40][CH2:39][O:38][CH2:37][CH2:36]3)=[O:34])[C:14]=2[C:15]2[CH:16]=[C:17]3[C:22](=[CH:23][CH:24]=2)[N:21]=[C:20]([C:25]2[S:29][C:28]([CH3:30])=[N:27][C:26]=2[CH3:31])[CH:19]=[CH:18]3)[C:10]#[N:11])[CH2:6][CH2:5][CH2:4][CH2:3][CH2:2]1.[N:41]([Sn](C)(C)C)=[N+:42]=[N-:43]. Product: [CH:1]1([C:7]2[C:14]([C:15]3[CH:16]=[C:17]4[C:22](=[CH:23][CH:24]=3)[N:21]=[C:20]([C:25]3[S:29][C:28]([CH3:30])=[N:27][C:26]=3[CH3:31])[CH:19]=[CH:18]4)=[C:13]([CH2:32][C:33]([N:35]3[CH2:36][CH2:37][O:38][CH2:39][CH2:40]3)=[O:34])[CH:12]=[C:9]([C:10]3[NH:43][N:42]=[N:41][N:11]=3)[CH:8]=2)[CH2:6][CH2:5][CH2:4][CH2:3][CH2:2]1. The catalyst class is: 11.